Dataset: Full USPTO retrosynthesis dataset with 1.9M reactions from patents (1976-2016). Task: Predict the reactants needed to synthesize the given product. (1) The reactants are: [CH2:1]([Al]([CH2:26][CH2:27][CH2:28]CCCCC)[CH2:1][CH2:2][CH2:3][CH2:4][CH2:5][CH2:6]CC)[CH2:2][CH2:3][CH2:4][CH2:5][CH2:6]CC.[CH3:26][CH2:27][CH2:28]CCCC. Given the product [CH2:1]=[CH2:2].[CH2:26]=[CH:27][CH3:28].[CH2:1]=[CH:2][CH2:3][CH2:4][CH2:5][CH3:6], predict the reactants needed to synthesize it. (2) Given the product [F:34][C:35]([F:46])([F:45])[C:36]1[CH:44]=[CH:43][C:39]([C:14]2[C:13]3=[CH:7][N:8]=[N:9][C:10](=[O:20])[C:11]4[C:12]3=[C:16]([CH:17]=[CH:18][CH:19]=4)[N:15]=2)=[CH:38][CH:37]=1, predict the reactants needed to synthesize it. The reactants are: C1([C:7]2[C:13]3=[CH:14][NH:15][C:16]4[CH:17]=[CH:18][CH:19]=[C:11]([C:12]=43)[C:10](=[O:20])[NH:9][N:8]=2)C=CC=CC=1.N1C2C=CC=C(C(OC)=O)C=2C=C1.[F:34][C:35]([F:46])([F:45])[C:36]1[CH:44]=[CH:43][C:39](C(Cl)=O)=[CH:38][CH:37]=1.[Cl-].[Al+3].[Cl-].[Cl-].O.NN. (3) Given the product [Br:1][C:2]1[CH:3]=[CH:4][C:5]([O:24][CH2:32][C:33]([CH3:36])([CH3:35])[CH3:34])=[C:6]([C:8]2[CH:13]=[CH:12][CH:11]=[CH:10][C:9]=2[C:14]2[N:19]=[C:18]([C:20]([O:22][CH3:23])=[O:21])[CH:17]=[CH:16][CH:15]=2)[CH:7]=1, predict the reactants needed to synthesize it. The reactants are: [Br:1][C:2]1[CH:3]=[CH:4][C:5]([OH:24])=[C:6]([C:8]2[CH:13]=[CH:12][CH:11]=[CH:10][C:9]=2[C:14]2[N:19]=[C:18]([C:20]([O:22][CH3:23])=[O:21])[CH:17]=[CH:16][CH:15]=2)[CH:7]=1.C(=O)([O-])[O-].[K+].[K+].Br[CH2:32][C:33]([CH3:36])([CH3:35])[CH3:34]. (4) The reactants are: [Cl:1][C:2]1[CH:10]=[C:9]2[C:5]([C:6]([C:11](=[O:16])[C:12]([F:15])([F:14])[F:13])=[CH:7][NH:8]2)=[CH:4][CH:3]=1.C(=O)([O-])[O-].[Cs+].[Cs+].[F:23][C:24]1[CH:25]=[C:26]([CH:29]=[C:30]([F:32])[CH:31]=1)[CH2:27]Br.O. Given the product [Cl:1][C:2]1[CH:10]=[C:9]2[C:5]([C:6]([C:11](=[O:16])[C:12]([F:13])([F:14])[F:15])=[CH:7][N:8]2[CH2:27][C:26]2[CH:25]=[C:24]([F:23])[CH:31]=[C:30]([F:32])[CH:29]=2)=[CH:4][CH:3]=1, predict the reactants needed to synthesize it. (5) Given the product [CH3:12][O:13][C:14]1[CH:19]=[CH:18][C:17]([CH:20]=[CH:21][C:2]2[CH:7]=[CH:6][C:5]([CH3:8])=[CH:4][C:3]=2[N+:9]([O-:11])=[O:10])=[CH:16][CH:15]=1, predict the reactants needed to synthesize it. The reactants are: Br[C:2]1[CH:7]=[CH:6][C:5]([CH3:8])=[CH:4][C:3]=1[N+:9]([O-:11])=[O:10].[CH3:12][O:13][C:14]1[CH:19]=[CH:18][C:17]([CH:20]=[CH2:21])=[CH:16][CH:15]=1.C(N(CC)CC)C. (6) Given the product [F:1][C:2]1[CH:26]=[C:25]([N+:27]([O-:29])=[O:28])[CH:24]=[CH:23][C:3]=1[O:4][C:5]1[CH:10]=[CH:9][N:8]=[C:7]2[CH:11]=[C:12]([C:14]3[N:15]([CH3:22])[C:16]([C:19]([Cl:38])=[O:20])=[CH:17][N:18]=3)[S:13][C:6]=12, predict the reactants needed to synthesize it. The reactants are: [F:1][C:2]1[CH:26]=[C:25]([N+:27]([O-:29])=[O:28])[CH:24]=[CH:23][C:3]=1[O:4][C:5]1[CH:10]=[CH:9][N:8]=[C:7]2[CH:11]=[C:12]([C:14]3[N:15]([CH3:22])[C:16]([C:19](O)=[O:20])=[CH:17][N:18]=3)[S:13][C:6]=12.CN(C=O)C.C(Cl)(=O)C([Cl:38])=O. (7) The reactants are: [Cl:1][C:2]1[C:3]([F:11])=[C:4]([C:7]([OH:10])=[CH:8][CH:9]=1)[CH:5]=[O:6].[C:12]([O:16][C:17]([N:19]1[CH2:24][CH2:23][CH:22](OS(C2C=CC(C)=CC=2)(=O)=O)[CH2:21][CH2:20]1)=[O:18])([CH3:15])([CH3:14])[CH3:13].C([O-])([O-])=O.[K+].[K+]. Given the product [C:12]([O:16][C:17]([N:19]1[CH2:24][CH2:23][CH:22]([O:10][C:7]2[CH:8]=[CH:9][C:2]([Cl:1])=[C:3]([F:11])[C:4]=2[CH:5]=[O:6])[CH2:21][CH2:20]1)=[O:18])([CH3:15])([CH3:13])[CH3:14], predict the reactants needed to synthesize it.